From a dataset of Catalyst prediction with 721,799 reactions and 888 catalyst types from USPTO. Predict which catalyst facilitates the given reaction. (1) Reactant: C(OC([N:8]1[CH2:13][CH2:12][N:11]([C:14]2[NH:15][C:16]([C:21]3[CH:26]=[CH:25][N:24]=[C:23](/[CH:27]=[CH:28]/[C:29]4[CH:34]=[CH:33][CH:32]=[CH:31][CH:30]=4)[CH:22]=3)=[CH:17][C:18]=2[C:19]#[N:20])[CH2:10][CH2:9]1)=O)(C)(C)C.[NH2:35][OH:36]. Product: [OH:36][NH:35][C:19]([C:18]1[CH:17]=[C:16]([C:21]2[CH:26]=[CH:25][N:24]=[C:23](/[CH:27]=[CH:28]/[C:29]3[CH:30]=[CH:31][CH:32]=[CH:33][CH:34]=3)[CH:22]=2)[NH:15][C:14]=1[N:11]1[CH2:10][CH2:9][NH:8][CH2:13][CH2:12]1)=[NH:20]. The catalyst class is: 14. (2) Reactant: [CH2:1]([C:4]1[C:8]([CH2:9][CH2:10][CH2:11][OH:12])=[CH:7][N:6]([C:13]2[CH:18]=[CH:17][C:16]([C:19]([F:22])([F:21])[F:20])=[CH:15][N:14]=2)[N:5]=1)[CH2:2][CH3:3].O[C:24]1[CH:25]=[CH:26][C:27]([O:37][CH3:38])=[C:28]([CH2:30][CH2:31][C:32]([O:34]CC)=[O:33])[CH:29]=1.C(P(CCCC)CCCC)CCC.N(C(N1CCCCC1)=O)=NC(N1CCCCC1)=O. Product: [CH3:38][O:37][C:27]1[CH:26]=[CH:25][C:24]([O:12][CH2:11][CH2:10][CH2:9][C:8]2[C:4]([CH2:1][CH2:2][CH3:3])=[N:5][N:6]([C:13]3[CH:18]=[CH:17][C:16]([C:19]([F:21])([F:20])[F:22])=[CH:15][N:14]=3)[CH:7]=2)=[CH:29][C:28]=1[CH2:30][CH2:31][C:32]([OH:34])=[O:33]. The catalyst class is: 7.